From a dataset of NCI-60 drug combinations with 297,098 pairs across 59 cell lines. Regression. Given two drug SMILES strings and cell line genomic features, predict the synergy score measuring deviation from expected non-interaction effect. (1) Drug 1: CC(C)CN1C=NC2=C1C3=CC=CC=C3N=C2N. Cell line: SF-539. Drug 2: CCC1(C2=C(COC1=O)C(=O)N3CC4=CC5=C(C=CC(=C5CN(C)C)O)N=C4C3=C2)O.Cl. Synergy scores: CSS=8.97, Synergy_ZIP=2.28, Synergy_Bliss=2.12, Synergy_Loewe=-25.7, Synergy_HSA=-3.31. (2) Drug 1: C1=NC(=NC(=O)N1C2C(C(C(O2)CO)O)O)N. Drug 2: CC1C(C(CC(O1)OC2CC(OC(C2O)C)OC3=CC4=CC5=C(C(=O)C(C(C5)C(C(=O)C(C(C)O)O)OC)OC6CC(C(C(O6)C)O)OC7CC(C(C(O7)C)O)OC8CC(C(C(O8)C)O)(C)O)C(=C4C(=C3C)O)O)O)O. Cell line: UO-31. Synergy scores: CSS=39.1, Synergy_ZIP=-4.77, Synergy_Bliss=0.0869, Synergy_Loewe=-14.9, Synergy_HSA=0.350.